This data is from Reaction yield outcomes from USPTO patents with 853,638 reactions. The task is: Predict the reaction yield, written as a fraction of the theoretical maximum amount of product (1.0 means a 100% yield; for example, 0.34 means a 34% yield). (1) The reactants are [CH2:1]([O:8][C:9]([C:11]1[CH:20]=[C:19]([O:21][CH2:22][C:23]2[CH:28]=[CH:27][CH:26]=[CH:25][CH:24]=2)[C:18]2[C:13](=[C:14]([O:30][CH2:31][C:32]3[CH:37]=[CH:36][CH:35]=[CH:34][CH:33]=3)[CH:15]=[C:16](Br)[CH:17]=2)[N:12]=1)=[O:10])[C:2]1[CH:7]=[CH:6][CH:5]=[CH:4][CH:3]=1.COC1C=CC(B(O)O)=CC=1.[F:49][C:50]1[CH:55]=[CH:54][C:53](B(O)O)=[CH:52][CH:51]=1. No catalyst specified. The product is [CH2:1]([O:8][C:9]([C:11]1[CH:20]=[C:19]([O:21][CH2:22][C:23]2[CH:28]=[CH:27][CH:26]=[CH:25][CH:24]=2)[C:18]2[C:13](=[C:14]([O:30][CH2:31][C:32]3[CH:37]=[CH:36][CH:35]=[CH:34][CH:33]=3)[CH:15]=[C:16]([C:53]3[CH:54]=[CH:55][C:50]([F:49])=[CH:51][CH:52]=3)[CH:17]=2)[N:12]=1)=[O:10])[C:2]1[CH:7]=[CH:6][CH:5]=[CH:4][CH:3]=1. The yield is 0.670. (2) The catalyst is N1C=CC=CC=1. The product is [Cl:9][C:10]1[CH:11]=[C:12]2[C:17](=[CH:18][CH:19]=1)[N:16]([CH2:20][C:21]1[CH:22]=[CH:23][C:24]([F:27])=[CH:25][CH:26]=1)[C:15](=[O:28])[C:14]([C:29]#[N:30])=[C:13]2[N:31]1[CH2:36][CH2:35][N:34]([C:6]([C:2]2[S:1][CH:5]=[CH:4][CH:3]=2)=[O:7])[CH2:33][CH2:32]1. The yield is 0.550. The reactants are [S:1]1[CH:5]=[CH:4][CH:3]=[C:2]1[C:6](Cl)=[O:7].[Cl:9][C:10]1[CH:11]=[C:12]2[C:17](=[CH:18][CH:19]=1)[N:16]([CH2:20][C:21]1[CH:26]=[CH:25][C:24]([F:27])=[CH:23][CH:22]=1)[C:15](=[O:28])[C:14]([C:29]#[N:30])=[C:13]2[N:31]1[CH2:36][CH2:35][NH:34][CH2:33][CH2:32]1. (3) The reactants are [Cl:1][C:2]1[CH:11]=[CH:10][C:9]2[CH:8]([OH:12])[CH2:7][CH2:6][CH2:5][C:4]=2[N:3]=1.[H-].[Na+].[CH3:15]I. The catalyst is O1CCCC1. The product is [Cl:1][C:2]1[CH:11]=[CH:10][C:9]2[CH:8]([O:12][CH3:15])[CH2:7][CH2:6][CH2:5][C:4]=2[N:3]=1. The yield is 0.610. (4) The reactants are O.[O:2]1[CH2:7][CH:6]=[C:5]([C:8]2[N:13]=[C:12]([C:14]3[CH:19]=[CH:18][C:17]([N+:20]([O-])=O)=[CH:16][CH:15]=3)[N:11]=[C:10]([N:23]3[CH:28]4[CH2:29][CH2:30][CH:24]3[CH2:25][O:26][CH2:27]4)[N:9]=2)[CH2:4][CH2:3]1. The catalyst is C(O)(=O)C.C(OCC)(=O)C.[Fe]. The product is [CH:24]12[N:23]([C:10]3[N:9]=[C:8]([C:5]4[CH2:6][CH2:7][O:2][CH2:3][CH:4]=4)[N:13]=[C:12]([C:14]4[CH:15]=[CH:16][C:17]([NH2:20])=[CH:18][CH:19]=4)[N:11]=3)[CH:28]([CH2:29][CH2:30]1)[CH2:27][O:26][CH2:25]2. The yield is 0.740. (5) The reactants are [CH2:1]([N:8]1[C:12]2[CH:13]=[CH:14][C:15]([NH2:17])=[CH:16][C:11]=2[N:10]=[CH:9]1)[C:2]1[CH:7]=[CH:6][CH:5]=[CH:4][CH:3]=1.[Br:18]Br.N.CO.C(Cl)(Cl)Cl. The catalyst is CC(O)=O. The product is [CH2:1]([N:8]1[C:12]2[CH:13]=[CH:14][C:15]([NH2:17])=[C:16]([Br:18])[C:11]=2[N:10]=[CH:9]1)[C:2]1[CH:3]=[CH:4][CH:5]=[CH:6][CH:7]=1. The yield is 0.600. (6) The reactants are C([C:11]1[C:18]2[S:17][C:16]3[CH:19]=[C:20]([C:22]#[C:23][CH2:24][CH2:25][CH2:26][CH2:27][CH2:28][CH2:29][CH2:30][CH3:31])[S:21][C:15]=3[C:14]=2[S:13][CH:12]=1)CCCCCCCCC. The catalyst is [Pt].C(OCC)(=O)C. The product is [CH2:22]([C:20]1[S:21][C:15]2[C:14]3[S:13][CH:12]=[CH:11][C:18]=3[S:17][C:16]=2[C:19]=1[CH2:11][CH2:18][CH2:14][CH2:15][CH2:16][CH2:19][CH2:20][CH2:22][CH2:23][CH3:24])[CH2:23][CH2:24][CH2:25][CH2:26][CH2:27][CH2:28][CH2:29][CH2:30][CH3:31]. The yield is 0.799.